From a dataset of Catalyst prediction with 721,799 reactions and 888 catalyst types from USPTO. Predict which catalyst facilitates the given reaction. (1) Reactant: [CH3:1][C:2]1([CH3:20])[CH2:11][CH2:10][CH2:9][C:8]2[CH:7]=[C:6]([O:12][CH2:13][CH:14]3[O:18][C:17]([NH2:19])=[N:16][CH2:15]3)[CH:5]=[CH:4][C:3]1=2.C([O:23][C:24](=O)[CH:25]([CH:28]=O)[CH2:26][CH3:27])C. Product: [CH3:1][C:2]1([CH3:20])[CH2:11][CH2:10][CH2:9][C:8]2[CH:7]=[C:6]([O:12][CH2:13][C@H:14]3[O:18][C:17]4=[N:19][C:24](=[O:23])[C:25]([CH2:26][CH3:27])=[CH:28][N:16]4[CH2:15]3)[CH:5]=[CH:4][C:3]1=2. The catalyst class is: 8. (2) Reactant: [NH2:1][C:2]1[CH:10]=[CH:9][CH:8]=[C:7]2[C:3]=1[C:4](=[O:20])[N:5]([CH2:12][C:13]([O:15][C:16]([CH3:19])([CH3:18])[CH3:17])=[O:14])[C:6]2=[O:11].C(N(CC)CC)C.[CH3:28][S:29](Cl)(=[O:31])=[O:30]. The catalyst class is: 2. Product: [CH3:28][S:29]([N:1]([C:2]1[CH:10]=[CH:9][CH:8]=[C:7]2[C:3]=1[C:4](=[O:20])[N:5]([CH2:12][C:13]([O:15][C:16]([CH3:17])([CH3:19])[CH3:18])=[O:14])[C:6]2=[O:11])[S:29]([CH3:28])(=[O:31])=[O:30])(=[O:31])=[O:30]. (3) Reactant: [OH:1][C:2]1[CH:3]=[C:4]([C:8]2[CH:9]=[CH:10][C:11]3[N:17]4[CH2:18][C@H:14]([CH2:15][CH2:16]4)[N:13]([C:19]([NH:21][C:22]4[CH:27]=[CH:26][CH:25]=[CH:24][N:23]=4)=[O:20])[C:12]=3[N:28]=2)[CH:5]=[CH:6][CH:7]=1.[H-].[Na+].Cl[CH2:32][C@@H:33]1[CH2:37][O:36]C(C)(C)[O:34]1. Product: [OH:34][C@@H:33]([CH2:37][OH:36])[CH2:32][O:1][C:2]1[CH:3]=[C:4]([C:8]2[CH:9]=[CH:10][C:11]3[N:17]4[CH2:18][C@H:14]([CH2:15][CH2:16]4)[N:13]([C:19]([NH:21][C:22]4[CH:27]=[CH:26][CH:25]=[CH:24][N:23]=4)=[O:20])[C:12]=3[N:28]=2)[CH:5]=[CH:6][CH:7]=1. The catalyst class is: 31. (4) Reactant: [OH:1][C@@H:2]1[CH2:7][CH2:6][CH2:5][C@@H:4]([NH:8][C:9]2[C:14]([C:15]#[N:16])=[CH:13][N:12]=[C:11](SC)[N:10]=2)[C:3]1([CH3:20])[CH3:19].Cl.[NH2:22][CH2:23][CH2:24][CH:25]1[C:33]2[C:28](=[CH:29][C:30]([F:34])=[CH:31][CH:32]=2)[NH:27][C:26]1=[O:35].CCN(C(C)C)C(C)C. Product: [F:34][C:30]1[CH:29]=[C:28]2[C:33]([CH:25]([CH2:24][CH2:23][NH:22][C:11]3[N:10]=[C:9]([NH:8][C@@H:4]4[CH2:5][CH2:6][CH2:7][C@@H:2]([OH:1])[C:3]4([CH3:20])[CH3:19])[C:14]([C:15]#[N:16])=[CH:13][N:12]=3)[C:26](=[O:35])[NH:27]2)=[CH:32][CH:31]=1. The catalyst class is: 44. (5) Reactant: [NH2:1][C@H:2]1[CH2:7][CH2:6][C@H:5]([OH:8])[CH2:4][CH2:3]1.CCN(C(C)C)C(C)C.[Br:18][C:19]1[CH:24]=[CH:23][CH:22]=[CH:21][C:20]=1[S:25](Cl)(=[O:27])=[O:26]. Product: [Br:18][C:19]1[CH:24]=[CH:23][CH:22]=[CH:21][C:20]=1[S:25]([NH:1][C@H:2]1[CH2:7][CH2:6][C@H:5]([OH:8])[CH2:4][CH2:3]1)(=[O:27])=[O:26]. The catalyst class is: 3.